The task is: Predict the reaction yield, written as a fraction of the theoretical maximum amount of product (1.0 means a 100% yield; for example, 0.34 means a 34% yield).. This data is from Reaction yield outcomes from USPTO patents with 853,638 reactions. (1) The reactants are [CH3:1][NH:2][C:3]1[N:8]=[CH:7][NH:6][C:5](=[O:9])[CH:4]=1.[CH3:10][O:11][C:12]1[CH:19]=[CH:18][C:15]([CH2:16]Cl)=[CH:14][CH:13]=1.[I-].[K+].C(=O)([O-])[O-].[Cs+].[Cs+]. The catalyst is CN(C=O)C. The product is [CH3:10][O:11][C:12]1[CH:19]=[CH:18][C:15]([CH2:16][N:6]2[C:5](=[O:9])[CH:4]=[C:3]([NH:2][CH3:1])[N:8]=[CH:7]2)=[CH:14][CH:13]=1. The yield is 0.590. (2) The reactants are O[CH2:2][C:3]([C:5]1[CH:10]=[CH:9][CH:8]=[CH:7][CH:6]=1)=O.S1C=CN=[C:12]1[CH:16]=O.[O:18]([CH3:20])[Na]. The catalyst is C1COCC1. The product is [C:5]1([CH:3]=[CH:2][C:20]([C:16]2[CH:12]=[CH:6][CH:5]=[CH:3][CH:2]=2)=[O:18])[CH:10]=[CH:9][CH:8]=[CH:7][CH:6]=1. The yield is 0.270. (3) The reactants are [N+:1]([C:4]1[CH:5]=[CH:6][C:7]([N:10]2[CH2:15][CH2:14][O:13][CH2:12][CH2:11]2)=[N:8][CH:9]=1)([O-])=O. The catalyst is [Pt]. The product is [N:10]1([C:7]2[N:8]=[CH:9][C:4]([NH2:1])=[CH:5][CH:6]=2)[CH2:15][CH2:14][O:13][CH2:12][CH2:11]1. The yield is 1.00. (4) The catalyst is C(#N)CC.CC([O-])=O.CC([O-])=O.[Pd+2]. The reactants are [C:1]([O:5][C:6]([N:8]1[C:17]2[C:12](=[CH:13][C:14](Br)=[CH:15][N:16]=2)[CH2:11][CH2:10][CH2:9]1)=[O:7])([CH3:4])([CH3:3])[CH3:2].[C:19]([O:23][CH2:24][C:25]1[CH:30]=[CH:29][CH:28]=[CH:27][CH:26]=1)(=[O:22])[CH:20]=[CH2:21].CC1C=CC=CC=1P(C1C=CC=CC=1C)C1C=CC=CC=1C.CCN(C(C)C)C(C)C.N#N. The yield is 0.540. The product is [C:1]([O:5][C:6]([N:8]1[C:17]2[N:16]=[CH:15][C:14](/[CH:21]=[CH:20]/[C:19]([O:23][CH2:24][C:25]3[CH:30]=[CH:29][CH:28]=[CH:27][CH:26]=3)=[O:22])=[CH:13][C:12]=2[CH2:11][CH2:10][CH2:9]1)=[O:7])([CH3:4])([CH3:3])[CH3:2]. (5) The catalyst is C(O)(=O)C. The reactants are [NH2:1][C:2]1[NH:6][N:5]=[CH:4][C:3]=1[C:7]([C:9]1[S:10][CH:11]=[CH:12][CH:13]=1)=[O:8].CN(C)[CH:16]=[CH:17][C:18]([C:20]1[CH:21]=[CH:22][C:23]([F:32])=[C:24]([N:26]([CH3:31])[S:27]([CH3:30])(=[O:29])=[O:28])[CH:25]=1)=O.C(OCC)(=O)C. The yield is 0.770. The product is [F:32][C:23]1[CH:22]=[CH:21][C:20]([C:18]2[N:6]3[N:5]=[CH:4][C:3]([C:7]([C:9]4[S:10][CH:11]=[CH:12][CH:13]=4)=[O:8])=[C:2]3[N:1]=[CH:16][CH:17]=2)=[CH:25][C:24]=1[N:26]([CH3:31])[S:27]([CH3:30])(=[O:29])=[O:28].